Dataset: Reaction yield outcomes from USPTO patents with 853,638 reactions. Task: Predict the reaction yield, written as a fraction of the theoretical maximum amount of product (1.0 means a 100% yield; for example, 0.34 means a 34% yield). (1) The reactants are F[C:2]1[CH:7]=[CH:6][N:5]=[C:4]([NH:8][C:9](=[O:25])[C:10]2[CH:15]=[CH:14][C:13]([B:16]3[O:20][C:19]([CH3:22])([CH3:21])[C:18]([CH3:24])([CH3:23])[O:17]3)=[CH:12][CH:11]=2)[CH:3]=1.[NH2:26][C:27]1C=C(C=CN=1)C#N. No catalyst specified. The product is [C:27]([C:2]1[CH:7]=[CH:6][N:5]=[C:4]([NH:8][C:9](=[O:25])[C:10]2[CH:15]=[CH:14][C:13]([B:16]3[O:20][C:19]([CH3:22])([CH3:21])[C:18]([CH3:24])([CH3:23])[O:17]3)=[CH:12][CH:11]=2)[CH:3]=1)#[N:26]. The yield is 0.990. (2) The reactants are [O:1]1[CH2:5][CH2:4][O:3][CH:2]1[C:6]1[O:10][C:9]([CH:11]([C:13]2[CH:18]=[CH:17][C:16]([F:19])=[CH:15][CH:14]=2)[OH:12])=[CH:8][CH:7]=1. The catalyst is ClCCl.[O-2].[O-2].[Mn+4]. The product is [O:1]1[CH2:5][CH2:4][O:3][CH:2]1[C:6]1[O:10][C:9]([C:11]([C:13]2[CH:18]=[CH:17][C:16]([F:19])=[CH:15][CH:14]=2)=[O:12])=[CH:8][CH:7]=1. The yield is 0.990. (3) The reactants are [Br:1][C:2]1[CH:21]=[CH:20][C:5]([NH:6][C:7]2[C:16]3[C:11](=[CH:12][C:13]([OH:19])=[C:14]([O:17][CH3:18])[CH:15]=3)[N:10]=[CH:9][N:8]=2)=[C:4]([F:22])[CH:3]=1.Br[CH2:24][CH2:25][CH2:26][Cl:27].C(=O)([O-])[O-].[K+].[K+]. The catalyst is CN(C=O)C.O. The product is [Br:1][C:2]1[CH:21]=[CH:20][C:5]([NH:6][C:7]2[C:16]3[C:11](=[CH:12][C:13]([O:19][CH2:24][CH2:25][CH2:26][Cl:27])=[C:14]([O:17][CH3:18])[CH:15]=3)[N:10]=[CH:9][N:8]=2)=[C:4]([F:22])[CH:3]=1. The yield is 0.340. (4) The reactants are [CH:1]1([C:4]2[C:12]3[CH:11]=[C:10]([CH2:13][CH2:14][CH2:15][CH2:16][N:17]4[CH:21]=[C:20]([C:22]([O:24][C:25]([CH3:28])([CH3:27])[CH3:26])=[O:23])[N:19]=[N:18]4)[N:9]=[N:8][C:7]=3[NH:6][C:5]=2[Si](C)(C)C)[CH2:3][CH2:2]1.[I:33]Cl. The catalyst is CO.F[B-](F)(F)F.[Ag+]. The product is [CH:1]1([C:4]2[C:12]3[CH:11]=[C:10]([CH2:13][CH2:14][CH2:15][CH2:16][N:17]4[CH:21]=[C:20]([C:22]([O:24][C:25]([CH3:28])([CH3:27])[CH3:26])=[O:23])[N:19]=[N:18]4)[N:9]=[N:8][C:7]=3[NH:6][C:5]=2[I:33])[CH2:3][CH2:2]1. The yield is 0.465. (5) The reactants are Cl[CH2:2][CH2:3][S:4][C:5]1[CH:11]=[C:10]([N+:12]([O-:14])=[O:13])[CH:9]=[CH:8][C:6]=1[NH2:7].C(=O)([O-])[O-].[K+].[K+].[I-].[Na+]. The catalyst is CN(C=O)C.O. The product is [N+:12]([C:10]1[CH:9]=[CH:8][C:6]2[NH:7][CH2:2][CH2:3][S:4][C:5]=2[CH:11]=1)([O-:14])=[O:13]. The yield is 0.940. (6) The product is [CH3:1][O:2][C:3]1[CH:8]=[CH:7][CH:6]=[CH:5][C:4]=1[CH:9]([CH3:13])[CH2:10][OH:11]. The reactants are [CH3:1][O:2][C:3]1[CH:8]=[CH:7][CH:6]=[CH:5][C:4]=1[CH:9]([CH3:13])[C:10](O)=[O:11].[H-].[Al+3].[Li+].[H-].[H-].[H-].[OH-].[Na+].[O-]S([O-])(=O)=O.[Mg+2]. The yield is 0.960. The catalyst is C1COCC1.O. (7) The reactants are [CH3:1][C:2]1([CH3:18])[C@@H:5]([C:6]2[N:10]=[CH:9][N:8]([CH:11]3[CH2:16][CH2:15][CH2:14][CH2:13][O:12]3)[N:7]=2)[CH2:4][C@H:3]1[NH2:17].Cl[C:20]1[C:25]([C:26]#[N:27])=[CH:24][N:23]=[C:22]([S:28][CH3:29])[N:21]=1.CCN(C(C)C)C(C)C. The catalyst is C(O)(C)C. The product is [CH3:1][C:2]1([CH3:18])[C@@H:5]([C:6]2[N:10]=[CH:9][N:8]([CH:11]3[CH2:16][CH2:15][CH2:14][CH2:13][O:12]3)[N:7]=2)[CH2:4][C@H:3]1[NH:17][C:20]1[C:25]([C:26]#[N:27])=[CH:24][N:23]=[C:22]([S:28][CH3:29])[N:21]=1. The yield is 0.650. (8) The reactants are [CH3:1][N:2]1[C:6]([C:7]([F:10])([F:9])[F:8])=[C:5]([C:11]([OH:13])=O)[CH:4]=[N:3]1.CCN(C(C)C)C(C)C.[B-](F)(F)(F)F.CN(C(ON1C(=O)CCC1=O)=[N+](C)C)C.Cl.[NH2:44][CH:45]1[CH:52]2[CH2:53][CH:48]3[CH2:49][CH:50]([CH2:54][CH:46]1[CH2:47]3)[CH2:51]2. The catalyst is ClCCl.CN(C=O)C.O. The product is [CH:46]12[CH2:54][CH:50]3[CH2:49][CH:48]([CH2:53][CH:52]([CH2:51]3)[CH:45]1[NH:44][C:11]([C:5]1[CH:4]=[N:3][N:2]([CH3:1])[C:6]=1[C:7]([F:10])([F:9])[F:8])=[O:13])[CH2:47]2. The yield is 0.650. (9) The reactants are [CH2:1]([NH2:5])[CH2:2][CH2:3][NH2:4].[CH3:6][C:7]([O:10][C:11](O[C:11]([O:10][C:7]([CH3:9])([CH3:8])[CH3:6])=[O:12])=[O:12])([CH3:9])[CH3:8]. The catalyst is CO.C1COCC1.C1COCC1. The product is [C:7]([O:10][C:11](=[O:12])[NH:4][CH2:3][CH2:2][CH2:1][NH2:5])([CH3:9])([CH3:8])[CH3:6]. The yield is 0.320. (10) The reactants are [NH2:1][C:2]1[N:3]([CH2:31][C:32]2[CH:37]=[CH:36][CH:35]=[CH:34][CH:33]=2)[N:4]=[C:5]2[C:10]=1[CH:9]=[CH:8][C:7]([C:11]1[CH:12]=[C:13]([CH:21]3[CH2:26][CH2:25][N:24]([S:27]([CH3:30])(=[O:29])=[O:28])[CH2:23][CH2:22]3)[N:14]3[C:19]=1[C:18]([NH2:20])=[N:17][CH:16]=[N:15]3)=[CH:6]2.[C:38](Cl)(=[O:40])[CH3:39]. The catalyst is ClCCCl.N1C=CC=CC=1. The product is [NH2:20][C:18]1[C:19]2=[C:11]([C:7]3[CH:8]=[CH:9][C:10]4[C:5]([CH:6]=3)=[N:4][N:3]([CH2:31][C:32]3[CH:37]=[CH:36][CH:35]=[CH:34][CH:33]=3)[C:2]=4[NH:1][C:38](=[O:40])[CH3:39])[CH:12]=[C:13]([CH:21]3[CH2:26][CH2:25][N:24]([S:27]([CH3:30])(=[O:29])=[O:28])[CH2:23][CH2:22]3)[N:14]2[N:15]=[CH:16][N:17]=1. The yield is 0.0900.